From a dataset of Full USPTO retrosynthesis dataset with 1.9M reactions from patents (1976-2016). Predict the reactants needed to synthesize the given product. (1) Given the product [C:17]([C:14]1[CH:15]=[CH:16][N:11]2[N:10]=[CH:9][C:8]([CH:6]=[N:5][N:4]([CH2:3][CH2:2][OH:1])[S:34]([C:26]3[CH:27]=[C:28]([N+:31]([O-:33])=[O:32])[CH:29]=[CH:30][C:25]=3[CH3:24])(=[O:35])=[O:36])=[C:12]2[CH:13]=1)#[N:18], predict the reactants needed to synthesize it. The reactants are: [OH:1][CH2:2][CH2:3][NH:4][NH2:5].[CH:6]([C:8]1[CH:9]=[N:10][N:11]2[CH:16]=[CH:15][C:14]([C:17]#[N:18])=[CH:13][C:12]=12)=O.C([O-])(O)=O.[Na+].[CH3:24][C:25]1[CH:30]=[CH:29][C:28]([N+:31]([O-:33])=[O:32])=[CH:27][C:26]=1[S:34](Cl)(=[O:36])=[O:35]. (2) Given the product [NH3:5].[CH:29]1([NH:28][C:26](=[O:27])[CH2:25][N:5]2[CH2:6][CH:7]3[CH:3]([C:2]3([CH3:1])[C:8]3[CH:13]=[CH:12][CH:11]=[C:10]([NH:14][S:15]([CH3:18])(=[O:17])=[O:16])[CH:9]=3)[CH2:4]2)[CH2:34][CH2:33][CH2:32][CH2:31][CH2:30]1, predict the reactants needed to synthesize it. The reactants are: [CH3:1][C:2]1([C:8]2[CH:9]=[C:10]([NH:14][S:15]([CH3:18])(=[O:17])=[O:16])[CH:11]=[CH:12][CH:13]=2)[CH:7]2[CH:3]1[CH2:4][NH:5][CH2:6]2.C(=O)([O-])O.[Na+].Cl[CH2:25][C:26]([NH:28][CH:29]1[CH2:34][CH2:33][CH2:32][CH2:31][CH2:30]1)=[O:27].[I-].[Na+]. (3) Given the product [CH:38]1([O:37][C:32]([O:33][CH:34]([O:27][C:26](=[O:28])[CH2:25][CH:22]2[CH2:21][CH2:20][N:19]([C:18]3[CH:17]=[C:16]([CH3:29])[N:15]=[C:14]4[N:10]([C:6]5[C:7]([CH3:9])=[CH:8][C:3]([Br:2])=[CH:4][C:5]=5[CH3:31])[CH:11]=[C:12]([CH3:30])[C:13]=34)[CH2:24][CH2:23]2)[CH3:35])=[O:44])[CH2:43][CH2:42][CH2:41][CH2:40][CH2:39]1, predict the reactants needed to synthesize it. The reactants are: Cl.[Br:2][C:3]1[CH:8]=[C:7]([CH3:9])[C:6]([N:10]2[C:14]3=[N:15][C:16]([CH3:29])=[CH:17][C:18]([N:19]4[CH2:24][CH2:23][CH:22]([CH2:25][C:26]([OH:28])=[O:27])[CH2:21][CH2:20]4)=[C:13]3[C:12]([CH3:30])=[CH:11]2)=[C:5]([CH3:31])[CH:4]=1.[C:32](=[O:44])([O:37][CH:38]1[CH2:43][CH2:42][CH2:41][CH2:40][CH2:39]1)[O:33][CH:34](Cl)[CH3:35].C(=O)([O-])[O-].[K+].[K+].[Na+].[I-]. (4) Given the product [CH3:1][C:2]([CH3:47])=[CH:3][CH2:4][CH2:5][C@@:6]1([CH3:46])[O:11][C:10]2[C:12]([CH2:41][CH:42]=[C:43]([CH3:45])[CH3:44])=[C:13]3[O:25][C@@:24]45[C:26]6([CH2:33]/[CH:34]=[C:35](/[C:38]([OH:40])=[O:39])\[CH3:36])[O:29][C:30]([CH3:31])([CH3:32])[CH:23]4[CH2:22][C@H:21]([C:27]6=[O:28])[CH:20]=[C:19]5[C:17](=[O:18])[C:14]3=[C:15]([OH:16])[C:9]=2[CH:8]=[CH:7]1, predict the reactants needed to synthesize it. The reactants are: [CH3:1][C:2]([CH3:47])=[CH:3][CH2:4][CH2:5][C@:6]1([CH3:46])[O:11][C:10]2[C:12]([CH2:41][CH:42]=[C:43]([CH3:45])[CH3:44])=[C:13]3[O:25][C@@:24]45[C:26]6([CH2:33]/[CH:34]=[C:35](/[C:38]([OH:40])=[O:39])\[CH2:36]O)[O:29][C:30]([CH3:32])([CH3:31])[CH:23]4[CH2:22][C@H:21]([C:27]6=[O:28])[CH:20]=[C:19]5[C:17](=[O:18])[C:14]3=[C:15]([OH:16])[C:9]=2[CH:8]=[CH:7]1. (5) Given the product [CH3:16][O:15][C:12]1[N:11]=[CH:10][C:9]([NH:8][C:5]2[C:4]([C:17]3[N:25]=[C:24]([CH3:26])[N:23]=[C:22]4[C:18]=3[N:19]=[CH:20][NH:21]4)=[CH:3][C:2]([NH:33][C:34]3[CH:39]=[CH:38][CH:37]=[CH:36][CH:35]=3)=[CH:7][N:6]=2)=[CH:14][CH:13]=1, predict the reactants needed to synthesize it. The reactants are: Cl[C:2]1[CH:3]=[C:4]([C:17]2[N:25]=[C:24]([CH3:26])[N:23]=[C:22]3[C:18]=2[N:19]=[CH:20][N:21]3C2CCCCO2)[C:5]([NH:8][C:9]2[CH:10]=[N:11][C:12]([O:15][CH3:16])=[CH:13][CH:14]=2)=[N:6][CH:7]=1.[NH2:33][C:34]1[CH:39]=[CH:38][CH:37]=[CH:36][CH:35]=1.CC(C)([O-])C.[Na+].C(P(C(C)(C)C)C1C=CC=CC=1C1C(C(C)C)=CC(C(C)C)=CC=1C(C)C)(C)(C)C.Cl. (6) Given the product [C:35]([C:34]1[CH:37]=[CH:38][C:31]([N:30]([CH2:2][C:3]2[CH:8]=[CH:7][C:6]([C:9]3[C:10]([NH:15][S:16]([C:19]4[CH:24]=[CH:23][CH:22]=[CH:21][C:20]=4[C:25]([F:28])([F:27])[F:26])(=[O:18])=[O:17])=[N:11][CH:12]=[CH:13][N:14]=3)=[CH:5][CH:4]=2)[CH3:29])=[CH:32][CH:33]=1)#[N:36], predict the reactants needed to synthesize it. The reactants are: Cl[CH2:2][C:3]1[CH:8]=[CH:7][C:6]([C:9]2[C:10]([NH:15][S:16]([C:19]3[CH:24]=[CH:23][CH:22]=[CH:21][C:20]=3[C:25]([F:28])([F:27])[F:26])(=[O:18])=[O:17])=[N:11][CH:12]=[CH:13][N:14]=2)=[CH:5][CH:4]=1.[CH3:29][NH:30][C:31]1[CH:38]=[CH:37][C:34]([C:35]#[N:36])=[CH:33][CH:32]=1. (7) Given the product [N+:14]([C:17]1[CH:18]=[CH:19][C:20]([CH2:21][O:22][C:23](=[O:24])[NH:10][CH2:9][CH2:8][NH:7][C:6]([O:5][C:1]([CH3:4])([CH3:3])[CH3:2])=[O:13])=[CH:26][CH:27]=1)([O-:16])=[O:15], predict the reactants needed to synthesize it. The reactants are: [C:1]([O:5][C:6](=[O:13])[NH:7][CH2:8][CH2:9][N:10]=[N+]=[N-])([CH3:4])([CH3:3])[CH3:2].[N+:14]([C:17]1[CH:27]=[CH:26][C:20]([CH2:21][O:22][C:23](Cl)=[O:24])=[CH:19][CH:18]=1)([O-:16])=[O:15].C(N(CC)CC)C.